Dataset: Full USPTO retrosynthesis dataset with 1.9M reactions from patents (1976-2016). Task: Predict the reactants needed to synthesize the given product. (1) The reactants are: [Br:1]C1C=C(OC)C(N2CCN(C)CC2)=NC=1.[O:17]([C:19]1[CH:24]=[CH:23][N:22]=[C:21]([N:25]2[CH2:30][CH2:29][NH:28][C:27](=[O:31])[CH2:26]2)[CH:20]=1)[CH3:18]. Given the product [Br:1][C:24]1[C:19]([O:17][CH3:18])=[CH:20][C:21]([N:25]2[CH2:30][CH2:29][NH:28][C:27](=[O:31])[CH2:26]2)=[N:22][CH:23]=1, predict the reactants needed to synthesize it. (2) Given the product [CH3:96][C:93]1([CH3:97])[O:92][C:91]2[CH:98]=[CH:99][C:88]([C@H:86]3[O:85][C:84](=[O:100])[N:83]([CH2:82][CH2:81][CH2:80][CH2:79][CH2:78][CH2:77][O:76][CH2:75][CH2:74][O:73][CH2:72][C:71]4[CH:70]=[CH:69][C:68]([N:66]=[C:53]([C:60]5[CH:61]=[CH:62][CH:63]=[CH:64][CH:65]=5)[C:54]5[CH:59]=[CH:58][CH:57]=[CH:56][CH:55]=5)=[CH:102][CH:101]=4)[CH2:87]3)=[CH:89][C:90]=2[CH2:95][O:94]1, predict the reactants needed to synthesize it. The reactants are: C1(P(C2C=CC=CC=2)C2C=CC3C(=CC=CC=3)C=2C2C3C(=CC=CC=3)C=CC=2P(C2C=CC=CC=2)C2C=CC=CC=2)C=CC=CC=1.C(=O)([O-])[O-].[Cs+].[Cs+].[C:53](=[NH:66])([C:60]1[CH:65]=[CH:64][CH:63]=[CH:62][CH:61]=1)[C:54]1[CH:59]=[CH:58][CH:57]=[CH:56][CH:55]=1.Br[C:68]1[CH:102]=[CH:101][C:71]([CH2:72][O:73][CH2:74][CH2:75][O:76][CH2:77][CH2:78][CH2:79][CH2:80][CH2:81][CH2:82][N:83]2[CH2:87][C@@H:86]([C:88]3[CH:99]=[CH:98][C:91]4[O:92][C:93]([CH3:97])([CH3:96])[O:94][CH2:95][C:90]=4[CH:89]=3)[O:85][C:84]2=[O:100])=[CH:70][CH:69]=1. (3) Given the product [CH:16]([C:15]1[C:10]([NH:1][CH2:2][CH2:3][CH2:4][S:5]([NH2:8])(=[O:7])=[O:6])=[N:11][C:12]([S:18][CH3:19])=[N:13][CH:14]=1)=[O:17], predict the reactants needed to synthesize it. The reactants are: [NH2:1][CH2:2][CH2:3][CH2:4][S:5]([NH2:8])(=[O:7])=[O:6].Cl[C:10]1[C:15]([CH:16]=[O:17])=[CH:14][N:13]=[C:12]([S:18][CH3:19])[N:11]=1. (4) Given the product [CH2:23]([O:22][C:16]1[CH:15]=[C:14]([O:30][CH2:31][C:32]2[CH:33]=[CH:34][CH:35]=[CH:36][CH:37]=2)[C:13]([C:11]([N:6]2[CH2:5][C:9]3[C:8](=[CH:54][CH:55]=[C:56]([OH:57])[CH:10]=3)[CH2:7]2)=[O:12])=[CH:21][C:17]=1[C:18]([N:47]([CH2:42][CH2:43][CH2:38][CH3:44])[CH3:45])=[O:19])[C:24]1[CH:29]=[CH:28][CH:27]=[CH:26][CH:25]=1, predict the reactants needed to synthesize it. The reactants are: S(Cl)(Cl)=O.[CH3:5][N:6]([C:11]([C:13]1[C:14]([O:30][CH2:31][C:32]2[CH:37]=[CH:36][CH:35]=[CH:34][CH:33]=2)=[CH:15][C:16]([O:22][CH2:23][C:24]2[CH:29]=[CH:28][CH:27]=[CH:26][CH:25]=2)=[C:17]([CH:21]=1)[C:18](O)=[O:19])=[O:12])[CH2:7][CH2:8][CH2:9][CH3:10].[C:38]1([CH3:44])[CH:43]=[CH:42]C=CC=1.[CH2:45]([N:47](C(C)C)C(C)C)C.[CH2:54]1C[O:57][CH2:56][CH2:55]1. (5) Given the product [N:1]([C:2]1([CH3:23])[CH2:3][CH2:4][N:5]([CH2:8][C@H:9]2[N:19]3[C:20]4[N:11]([C:12](=[O:22])[CH2:13][CH2:14][C:15]=4[CH:16]=[CH:17][C:18]3=[O:21])[CH2:10]2)[CH2:6][CH2:7]1)=[C:31]=[O:32], predict the reactants needed to synthesize it. The reactants are: [NH2:1][C:2]1([CH3:23])[CH2:7][CH2:6][N:5]([CH2:8][C@H:9]2[N:19]3[C:20]4[N:11]([C:12](=[O:22])[CH2:13][CH2:14][C:15]=4[CH:16]=[CH:17][C:18]3=[O:21])[CH2:10]2)[CH2:4][CH2:3]1.C(N(CC)CC)C.[C:31](=O)(O)[O-:32].[Na+]. (6) Given the product [F:27][C:28]1[CH:33]=[C:32]([F:34])[CH:31]=[CH:30][C:29]=1[CH:35]1[CH2:44][CH2:43][C:42]2[C:37](=[CH:38][CH:39]=[C:40]([O:45][C:7]3[CH:6]=[CH:5][C:4]([N+:1]([O-:3])=[O:2])=[CH:9][N:8]=3)[CH:41]=2)[O:36]1, predict the reactants needed to synthesize it. The reactants are: [N+:1]([C:4]1[CH:5]=[CH:6][C:7](OC2C=C3C(=CC=2)OC(C2C=CC=CC=2)CC3)=[N:8][CH:9]=1)([O-:3])=[O:2].[F:27][C:28]1[CH:33]=[C:32]([F:34])[CH:31]=[CH:30][C:29]=1[CH:35]1[CH2:44][CH2:43][C:42]2[C:37](=[CH:38][CH:39]=[C:40]([OH:45])[CH:41]=2)[O:36]1. (7) Given the product [ClH:28].[ClH:28].[CH3:27][N:2]([CH3:1])[CH2:3][CH2:4][CH2:5][CH2:6][C:8]1[CH:13]=[CH:12][C:11]([N:14]2[CH2:19][CH2:18][NH:17][CH2:16][CH2:15]2)=[CH:10][CH:9]=1, predict the reactants needed to synthesize it. The reactants are: [CH3:1][N:2]([CH3:27])[CH2:3][CH2:4][CH2:5][CH:6]([C:8]1[CH:13]=[CH:12][C:11]([N:14]2[CH2:19][CH2:18][N:17](CC3C=CC=CC=3)[CH2:16][CH2:15]2)=[CH:10][CH:9]=1)O.[ClH:28]. (8) Given the product [Si:9]([O:16][CH2:17][CH2:18][N:19]([C:7]#[N:6])[C:20]1[CH:21]=[CH:22][C:23]([NH:26][C:27]([C:29]2[C:34]([C:35]([NH:37][C:38]3[CH:43]=[CH:42][C:41]([C:44]#[N:45])=[CH:40][N:39]=3)=[O:36])=[N:33][CH:32]=[CH:31][N:30]=2)=[O:28])=[CH:24][CH:25]=1)([C:12]([CH3:15])([CH3:13])[CH3:14])([CH3:10])[CH3:11], predict the reactants needed to synthesize it. The reactants are: C(=O)(O)[O-].[Na+].[N:6]#[C:7]Br.[Si:9]([O:16][CH2:17][CH2:18][NH:19][C:20]1[CH:25]=[CH:24][C:23]([NH:26][C:27]([C:29]2[C:34]([C:35]([NH:37][C:38]3[CH:43]=[CH:42][C:41]([C:44]#[N:45])=[CH:40][N:39]=3)=[O:36])=[N:33][CH:32]=[CH:31][N:30]=2)=[O:28])=[CH:22][CH:21]=1)([C:12]([CH3:15])([CH3:14])[CH3:13])([CH3:11])[CH3:10].O.